This data is from Full USPTO retrosynthesis dataset with 1.9M reactions from patents (1976-2016). The task is: Predict the reactants needed to synthesize the given product. Given the product [C:1]([O:5][C:6](=[O:7])[N:8]([CH2:10][C@H:11]1[CH2:16][CH2:15][C@H:14]([CH2:17][CH2:18][CH2:19][OH:20])[CH2:13][CH2:12]1)[CH3:9])([CH3:2])([CH3:4])[CH3:3], predict the reactants needed to synthesize it. The reactants are: [C:1]([O:5][C:6]([N:8]([CH2:10][C@H:11]1[CH2:16][CH2:15][C@H:14]([CH2:17][CH2:18][C:19](O)=[O:20])[CH2:13][CH2:12]1)[CH3:9])=[O:7])([CH3:4])([CH3:3])[CH3:2].CO.